Dataset: Full USPTO retrosynthesis dataset with 1.9M reactions from patents (1976-2016). Task: Predict the reactants needed to synthesize the given product. (1) The reactants are: [NH2:1][C:2]1[C:3]2[C:10]([C:11]3[CH:16]=[CH:15][C:14]([CH3:17])=[CH:13][CH:12]=3)=[C:9]([CH:18]=O)[N:8]([CH2:20][CH2:21][CH2:22][O:23][Si](C(C)(C)C)(C)C)[C:4]=2[N:5]=[CH:6][N:7]=1.C1CCN2C(=NCCC2)CC1.[C:42]([CH2:44][C:45]([O:47][C:48]([CH3:51])([CH3:50])[CH3:49])=[O:46])#[N:43]. Given the product [NH2:1][C:2]1[C:3]2[C:10]([C:11]3[CH:12]=[CH:13][C:14]([CH3:17])=[CH:15][CH:16]=3)=[C:9]([CH:18]=[C:44]([C:42]#[N:43])[C:45]([O:47][C:48]([CH3:51])([CH3:50])[CH3:49])=[O:46])[N:8]([CH2:20][CH2:21][CH2:22][OH:23])[C:4]=2[N:5]=[CH:6][N:7]=1, predict the reactants needed to synthesize it. (2) Given the product [N+:2]([O:5][CH2:6][CH2:7][CH2:8][C:9]([O:11][CH2:12][CH2:13][NH:14][C:21]([O:23][C:24]1[CH:25]=[CH:26][C:27]([N+:30]([O-:32])=[O:31])=[CH:28][CH:29]=1)=[O:22])=[O:10])([O-:4])=[O:3], predict the reactants needed to synthesize it. The reactants are: Cl.[N+:2]([O:5][CH2:6][CH2:7][CH2:8][C:9]([O:11][CH2:12][CH2:13][NH2:14])=[O:10])([O-:4])=[O:3].C([O-])(O)=O.[Na+].Cl[C:21]([O:23][C:24]1[CH:29]=[CH:28][C:27]([N+:30]([O-:32])=[O:31])=[CH:26][CH:25]=1)=[O:22].